This data is from Catalyst prediction with 721,799 reactions and 888 catalyst types from USPTO. The task is: Predict which catalyst facilitates the given reaction. (1) Reactant: C([O:8][C:9]1[CH:17]=[CH:16][CH:15]=[C:14]2[C:10]=1[CH:11]=[C:12]([C:19]([O:21][CH2:22][CH3:23])=[O:20])[N:13]2[CH3:18])C1C=CC=CC=1. Product: [OH:8][C:9]1[CH:17]=[CH:16][CH:15]=[C:14]2[C:10]=1[CH:11]=[C:12]([C:19]([O:21][CH2:22][CH3:23])=[O:20])[N:13]2[CH3:18]. The catalyst class is: 50. (2) Reactant: [NH2:1][C:2]1[C:3]([C:13]([OH:15])=O)=[N:4][C:5]([Br:12])=[C:6]([C:8]([F:11])([F:10])[F:9])[N:7]=1.CCN(C(C)C)C(C)C.CN(C(ON1N=[N:40][C:35]2C=[CH:37][CH:38]=[N:39][C:34]1=2)=[N+](C)C)C.F[P-](F)(F)(F)(F)F.[CH3:49][CH2:50][O:51]C(C)=O. Product: [NH2:1][C:2]1[C:3]([C:13]([NH:40][CH2:35][CH2:34][N:39]2[CH2:38][CH2:37][O:51][CH2:50][CH2:49]2)=[O:15])=[N:4][C:5]([Br:12])=[C:6]([C:8]([F:9])([F:10])[F:11])[N:7]=1. The catalyst class is: 37. (3) Reactant: [CH2:1]([N:8]1[CH:12]=[C:11](B2OC(C)(C)C(C)(C)O2)[CH:10]=[N:9]1)[C:2]1[CH:7]=[CH:6][CH:5]=[CH:4][CH:3]=1.[OH-:22].[Na+].Cl. Product: [CH2:1]([N:8]1[CH:12]=[C:11]([OH:22])[CH:10]=[N:9]1)[C:2]1[CH:7]=[CH:6][CH:5]=[CH:4][CH:3]=1. The catalyst class is: 7. (4) Reactant: [Cl:1][C:2]1[CH:15]=[C:14]([F:16])[C:13]([N:17]2[C:22](=[O:23])[CH:21]=[C:20]([C:24]([F:27])([F:26])[F:25])[N:19]([CH3:28])[C:18]2=[O:29])=[CH:12][C:3]=1[O:4][C:5]1[C:6](=[O:11])[NH:7][CH:8]=[CH:9][CH:10]=1.FC(F)(F)S(O)(=O)=O.ClCCCl.[N+](=[CH:44][C:45]([O:47][CH2:48][CH3:49])=[O:46])=[N-]. Product: [Cl:1][C:2]1[CH:15]=[C:14]([F:16])[C:13]([N:17]2[C:22](=[O:23])[CH:21]=[C:20]([C:24]([F:27])([F:26])[F:25])[N:19]([CH3:28])[C:18]2=[O:29])=[CH:12][C:3]=1[O:4][C:5]1[C:6]([O:11][CH2:44][C:45]([O:47][CH2:48][CH3:49])=[O:46])=[N:7][CH:8]=[CH:9][CH:10]=1. The catalyst class is: 195.